Predict the reactants needed to synthesize the given product. From a dataset of Full USPTO retrosynthesis dataset with 1.9M reactions from patents (1976-2016). (1) Given the product [CH3:17][C@@H:10]([C@@H:9]1[C@@:18]2([CH3:29])[CH2:19][CH2:20][C@@H:21]3[C@@:22]4([CH3:28])[CH2:23][CH2:24][C@H:25]([OH:27])[CH2:26][C@:2]4([OH:1])[C@H:3]([NH:39][CH2:38][CH2:37][CH2:36][NH:35][CH2:34][CH2:33][CH2:32][CH2:31][NH2:30])[CH:4]=[C:5]3[C@@H:6]2[CH2:7][CH2:8]1)[CH2:11][CH2:12][CH2:13][CH:14]([CH3:15])[CH3:16], predict the reactants needed to synthesize it. The reactants are: [O:1]1[C@H:3]2[CH:4]=[C:5]3[C@@H:21]([C@@:22]4([CH3:28])[CH2:23][CH2:24][C@H:25]([OH:27])[CH2:26][C:2]124)[CH2:20][CH2:19][C@@:18]1([CH3:29])[C@H:6]3[CH2:7][CH2:8][C@@H:9]1[C@H:10]([CH3:17])[CH2:11][CH2:12][CH2:13][CH:14]([CH3:16])[CH3:15].[NH2:30][CH2:31][CH2:32][CH2:33][CH2:34][NH:35][CH2:36][CH2:37][CH2:38][NH2:39].C(O)CCC. (2) Given the product [CH2:19]([N:21]1[CH:25]=[C:24]([CH:26]([N:12]2[CH:16]=[C:15]([NH2:17])[CH:14]=[N:13]2)[CH3:27])[CH:23]=[N:22]1)[CH3:20], predict the reactants needed to synthesize it. The reactants are: CN(C)CCC([N:12]1[CH:16]=[C:15]([NH2:17])[CH:14]=[N:13]1)C1C=CC=CC=1.[CH2:19]([N:21]1[CH:25]=[C:24]([CH:26](O)[CH3:27])[CH:23]=[N:22]1)[CH3:20]. (3) The reactants are: [CH3:1][Si:2]([CH3:40])([CH3:39])[CH2:3][CH2:4][O:5][CH2:6][N:7]([CH2:31][O:32][CH2:33][CH2:34][Si:35]([CH3:38])([CH3:37])[CH3:36])[C:8]1[N:13]2[N:14]=[CH:15][C:16](I)=[C:12]2[N:11]=[C:10]([CH:18]2[CH2:23][CH2:22][N:21]([C:24]([O:26][C:27]([CH3:30])([CH3:29])[CH3:28])=[O:25])[CH2:20][CH2:19]2)[CH:9]=1.[C:41]1([C:47]2[CH:52]=[CH:51][C:50](B3OC(C)(C)C(C)(C)O3)=[CH:49][N:48]=2)[CH:46]=[CH:45][CH:44]=[CH:43][CH:42]=1.C(Cl)Cl.C([O-])([O-])=O.[Na+].[Na+]. Given the product [CH3:1][Si:2]([CH3:40])([CH3:39])[CH2:3][CH2:4][O:5][CH2:6][N:7]([CH2:31][O:32][CH2:33][CH2:34][Si:35]([CH3:38])([CH3:37])[CH3:36])[C:8]1[N:13]2[N:14]=[CH:15][C:16]([C:50]3[CH:49]=[N:48][C:47]([C:41]4[CH:46]=[CH:45][CH:44]=[CH:43][CH:42]=4)=[CH:52][CH:51]=3)=[C:12]2[N:11]=[C:10]([CH:18]2[CH2:23][CH2:22][N:21]([C:24]([O:26][C:27]([CH3:30])([CH3:29])[CH3:28])=[O:25])[CH2:20][CH2:19]2)[CH:9]=1, predict the reactants needed to synthesize it. (4) Given the product [N:2]1([S:13]([C:11]2[CH:12]=[C:7]([Br:6])[C:8]([Cl:17])=[N:9][CH:10]=2)(=[O:15])=[O:14])[CH2:5][CH2:4][CH2:3]1, predict the reactants needed to synthesize it. The reactants are: Cl.[NH:2]1[CH2:5][CH2:4][CH2:3]1.[Br:6][C:7]1[C:8]([Cl:17])=[N:9][CH:10]=[C:11]([S:13](Cl)(=[O:15])=[O:14])[CH:12]=1. (5) Given the product [Cl:1][C:2]1[C:15]2[C:14](=[O:16])[C:13]3[C:8](=[CH:9][CH:10]=[CH:11][CH:12]=3)[S:7][C:6]=2[C:5]([O:17][CH2:18][C:19]([O:21][CH2:35][CH:36]([OH:38])[CH2:37][O:25][CH2:26][CH2:27][CH2:28][CH2:29][O:30][C:31](=[O:34])[CH:32]=[CH2:33])=[O:20])=[CH:4][CH:3]=1, predict the reactants needed to synthesize it. The reactants are: [Cl:1][C:2]1[C:15]2[C:14](=[O:16])[C:13]3[C:8](=[CH:9][CH:10]=[CH:11][CH:12]=3)[S:7][C:6]=2[C:5]([O:17][CH2:18][C:19]([OH:21])=[O:20])=[CH:4][CH:3]=1.C(#N)C.[OH:25][CH2:26][CH2:27][CH2:28][CH2:29][O:30][C:31](=[O:34])[CH:32]=[CH2:33].[CH2:35](OCC1OC1)[CH:36]1[O:38][CH2:37]1.